Task: Predict which catalyst facilitates the given reaction.. Dataset: Catalyst prediction with 721,799 reactions and 888 catalyst types from USPTO (1) Reactant: [OH:1][B:2]1[C:6]2[CH:7]=[C:8]([NH:11][S:12]([C:15]3[CH:20]=[CH:19][C:18]([O:21]C)=[C:17]([CH3:23])[CH:16]=3)(=[O:14])=[O:13])[CH:9]=[CH:10][C:5]=2[CH2:4][O:3]1.B(Br)(Br)Br. Product: [OH:21][C:18]1[CH:19]=[CH:20][C:15]([S:12]([NH:11][C:8]2[CH:9]=[CH:10][C:5]3[CH2:4][O:3][B:2]([OH:1])[C:6]=3[CH:7]=2)(=[O:13])=[O:14])=[CH:16][C:17]=1[CH3:23]. The catalyst class is: 2. (2) Reactant: [N+:1]([C:4]1[CH:12]=[CH:11][C:7]([C:8]([NH2:10])=[S:9])=[CH:6][CH:5]=1)([O-:3])=[O:2].Br[CH2:14][C:15](=O)[C:16]([O:18][CH2:19][CH3:20])=[O:17].C(N(CC)CC)C. Product: [N+:1]([C:4]1[CH:12]=[CH:11][C:7]([C:8]2[S:9][CH:14]=[C:15]([C:16]([O:18][CH2:19][CH3:20])=[O:17])[N:10]=2)=[CH:6][CH:5]=1)([O-:3])=[O:2]. The catalyst class is: 8. (3) Reactant: [OH-].[OH:2][CH2:3][CH2:4][N+:5]([CH3:8])([CH3:7])[CH3:6].[B:9]([OH:12])([OH:11])[OH:10].[C:13](O)(=O)[C:14]1[C:15](=[CH:17][CH:18]=[CH:19][CH:20]=1)[OH:16]. Product: [OH:2][CH2:3][CH2:4][N+:5]([CH3:8])([CH3:7])[CH3:6].[CH2:17]([O:10][B:9]([O-:12])[O:11][CH2:13][C:14]1[C:15](=[CH:17][CH:18]=[CH:19][CH:20]=1)[OH:16])[C:15]1[C:3](=[CH:4][CH:19]=[CH:20][CH:14]=1)[OH:2]. The catalyst class is: 6. (4) Reactant: [Cl:1][C:2]1[CH:7]=[C:6]([Cl:8])[CH:5]=[CH:4][C:3]=1[C:9]1[C:10]2[N:11]([CH:15]=[C:16]([CH3:18])[N:17]=2)[CH:12]=[CH:13][N:14]=1.F[B-](F)(F)F.[O:24]=[N+:25]=[O:26].O. Product: [Cl:1][C:2]1[CH:7]=[C:6]([Cl:8])[CH:5]=[CH:4][C:3]=1[C:9]1[C:10]2[N:11]([C:15]([N+:25]([O-:26])=[O:24])=[C:16]([CH3:18])[N:17]=2)[CH:12]=[CH:13][N:14]=1. The catalyst class is: 10. (5) Reactant: [C:1]([O:5][C:6]([C@@H:8]1[CH2:12][CH2:11][C:10](=[O:13])[NH:9]1)=[O:7])([CH3:4])([CH3:3])[CH3:2].[CH3:14][C:15]([O:18][C:19](O[C:19]([O:18][C:15]([CH3:17])([CH3:16])[CH3:14])=[O:20])=[O:20])([CH3:17])[CH3:16]. Product: [C:1]([O:5][C:6]([C@@H:8]1[CH2:12][CH2:11][C:10](=[O:13])[N:9]1[C:19]([O:18][C:15]([CH3:17])([CH3:16])[CH3:14])=[O:20])=[O:7])([CH3:4])([CH3:2])[CH3:3]. The catalyst class is: 616.